This data is from Reaction yield outcomes from USPTO patents with 853,638 reactions. The task is: Predict the reaction yield, written as a fraction of the theoretical maximum amount of product (1.0 means a 100% yield; for example, 0.34 means a 34% yield). The reactants are [CH2:1]([O:8][C:9]([N:11]1[CH2:15][C:14]([C:16]2[CH:21]=[CH:20][CH:19]=[CH:18][CH:17]=2)=[CH:13][C@H:12]1[C:22](O)=[O:23])=[O:10])[C:2]1[CH:7]=[CH:6][CH:5]=[CH:4][CH:3]=1.[BH4-].[Li+]. No catalyst specified. The product is [CH2:1]([O:8][C:9]([N:11]1[CH2:15][C:14]([C:16]2[CH:21]=[CH:20][CH:19]=[CH:18][CH:17]=2)=[CH:13][C@H:12]1[CH2:22][OH:23])=[O:10])[C:2]1[CH:7]=[CH:6][CH:5]=[CH:4][CH:3]=1. The yield is 0.780.